Task: Predict which catalyst facilitates the given reaction.. Dataset: Catalyst prediction with 721,799 reactions and 888 catalyst types from USPTO (1) Reactant: [F:1][C:2]1[CH:10]=[CH:9][CH:8]=[C:7]2[C:3]=1[CH2:4][N:5]([C:11]([O:13][C@H:14]1[CH2:51][N:17]3[C:18](=[O:50])[C@@H:19]([NH:42][C:43]([O:45][C:46]([CH3:49])([CH3:48])[CH3:47])=[O:44])[CH2:20][CH2:21][O:22][CH2:23][CH2:24][CH:25]=[CH:26][C@@H:27]4[CH2:32][C@@:28]4([C:33](=[O:41])[NH:34][S:35]([CH:38]4[CH2:40][CH2:39]4)(=[O:37])=[O:36])[NH:29][C:30](=[O:31])[C@@H:16]3[CH2:15]1)=[O:12])[CH2:6]2.[H][H].O.S([O-])(O)(=O)=O.[K+]. Product: [F:1][C:2]1[CH:10]=[CH:9][CH:8]=[C:7]2[C:3]=1[CH2:4][N:5]([C:11]([O:13][C@H:14]1[CH2:51][N:17]3[C:18](=[O:50])[C@@H:19]([NH:42][C:43]([O:45][C:46]([CH3:47])([CH3:48])[CH3:49])=[O:44])[CH2:20][CH2:21][O:22][CH2:23][CH2:24][CH2:25][CH2:26][C@@H:27]4[CH2:32][C@@:28]4([C:33](=[O:41])[NH:34][S:35]([CH:38]4[CH2:40][CH2:39]4)(=[O:36])=[O:37])[NH:29][C:30](=[O:31])[C@@H:16]3[CH2:15]1)=[O:12])[CH2:6]2. The catalyst class is: 13. (2) Reactant: [CH2:1]([C:3]1[CH:8]=[CH:7][C:6]([CH:9](O)[C:10]2[CH:11]=[C:12]([CH:17]=[CH:18][CH:19]=2)[C:13]([O:15][CH3:16])=[O:14])=[CH:5][CH:4]=1)[CH3:2].Cl.C[OH:23]. Product: [CH2:1]([C:3]1[CH:8]=[CH:7][C:6]([CH2:9][C:10]2[CH:11]=[C:12]([CH:17]=[CH:18][C:19]=2[OH:23])[C:13]([O:15][CH3:16])=[O:14])=[CH:5][CH:4]=1)[CH3:2]. The catalyst class is: 719. (3) Reactant: [Br:1][C:2]1[CH:3]=[C:4]([C:7]([F:10])=[CH:8][N:9]=1)[CH:5]=O.[F:11][C:12]1[CH:26]=[CH:25][CH:24]=[CH:23][C:13]=1[CH2:14]P(=O)(OCC)OCC.CC(C)([O-])C.[K+]. Product: [Br:1][C:2]1[CH:3]=[C:4](/[CH:5]=[CH:14]/[C:13]2[CH:23]=[CH:24][CH:25]=[CH:26][C:12]=2[F:11])[C:7]([F:10])=[CH:8][N:9]=1. The catalyst class is: 7. (4) Reactant: [CH2:1]([O:8][C:9]1[CH:18]=[C:17]2[C:12]([C:13](=O)[NH:14][C:15]([C:19](=[O:27])[C:20]3[CH:25]=[CH:24][C:23]([F:26])=[CH:22][CH:21]=3)=[N:16]2)=[CH:11][CH:10]=1)[C:2]1[CH:7]=[CH:6][CH:5]=[CH:4][CH:3]=1.P(Cl)(Cl)([Cl:31])=O. Product: [CH2:1]([O:8][C:9]1[CH:18]=[C:17]2[C:12]([C:13]([Cl:31])=[N:14][C:15]([C:19]([C:20]3[CH:25]=[CH:24][C:23]([F:26])=[CH:22][CH:21]=3)=[O:27])=[N:16]2)=[CH:11][CH:10]=1)[C:2]1[CH:7]=[CH:6][CH:5]=[CH:4][CH:3]=1. The catalyst class is: 3.